Dataset: Reaction yield outcomes from USPTO patents with 853,638 reactions. Task: Predict the reaction yield, written as a fraction of the theoretical maximum amount of product (1.0 means a 100% yield; for example, 0.34 means a 34% yield). (1) The reactants are FC(F)(F)S([O:6][C:7]1[CH:16]=[CH:15][C:14]2[C:9](=[CH:10][CH:11]=[C:12]([C:17]3[CH:22]=[CH:21][C:20]([F:23])=[CH:19][C:18]=3[C:24]#[N:25])[CH:13]=2)[CH:8]=1)(=O)=O.[C:28]1([S:34]([O-:36])=[O:35])[CH:33]=[CH:32][CH:31]=[CH:30][CH:29]=1.[Na+].C(=O)([O-])[O-].[Cs+].[Cs+].C1(P(C2C=CC=CC=2)C2[C:64]3[O:63][C:62]4C(=CC=C[C:61]=4P(C4C=CC=CC=4)C4C=CC=CC=4)[C:56](C)(C)[C:55]=3[CH:54]=[CH:53][CH:52]=2)C=CC=CC=1. The catalyst is [Cl-].C([N+](CCCC)(CCCC)CCCC)CCC.C1(C)C=CC=CC=1.C1C=CC(/C=C/C(/C=C/C2C=CC=CC=2)=O)=CC=1.C1C=CC(/C=C/C(/C=C/C2C=CC=CC=2)=O)=CC=1.C1C=CC(/C=C/C(/C=C/C2C=CC=CC=2)=O)=CC=1.[Pd].[Pd].O. The product is [C:62]([O:6][CH2:7][CH3:16])(=[O:63])[CH3:61].[CH3:52][CH2:53][CH2:54][CH:55]([CH3:56])[CH3:64].[F:23][C:20]1[CH:21]=[CH:22][C:17]([C:12]2[CH:11]=[CH:10][C:9]3[C:14](=[CH:15][CH:16]=[C:7]([S:34]([C:28]4[CH:33]=[CH:32][CH:31]=[CH:30][CH:29]=4)(=[O:36])=[O:35])[CH:8]=3)[CH:13]=2)=[C:18]([CH:19]=1)[C:24]#[N:25]. The yield is 0.400. (2) The reactants are [C:1]1([CH3:18])[CH:6]=[CH:5][CH:4]=[C:3]([C:7]2[C:8](=[O:17])[N:9]([CH3:16])[C:10](=[O:15])[N:11]([CH3:14])[C:12]=2[CH3:13])[CH:2]=1.[Br:19]Br. The catalyst is C(Cl)Cl.CC(C)=O. The product is [Br:19][CH2:13][C:12]1[N:11]([CH3:14])[C:10](=[O:15])[N:9]([CH3:16])[C:8](=[O:17])[C:7]=1[C:3]1[CH:2]=[C:1]([CH3:18])[CH:6]=[CH:5][CH:4]=1. The yield is 0.930. (3) The reactants are C[Si](C)(C)[N-][Si](C)(C)C.[Li+].[Br:11][C:12]1[CH:13]=[C:14]([C:17](=[O:19])[CH3:18])[O:15][CH:16]=1.C([O:27][C:28](=O)[C:29]([F:33])([F:32])[CH2:30][CH3:31])C1C=CC=CC=1. The catalyst is C1COCC1. The product is [Br:11][C:12]1[CH:13]=[C:14]([C:17](=[O:19])[CH2:18][C:28](=[O:27])[C:29]([F:33])([F:32])[CH2:30][CH3:31])[O:15][CH:16]=1. The yield is 0.460. (4) The reactants are Cl.[O:2]=[C:3]1[CH2:8][O:7][CH2:6][CH2:5][N:4]1[C:9]1[CH:14]=[CH:13][C:12]([NH:15][C:16]([C@H:18]2[CH2:22][C@@H:21]([OH:23])[CH2:20][NH:19]2)=[O:17])=[CH:11][CH:10]=1.C(N(CC)CC)C.[Cl:31][C:32]1[CH:37]=[CH:36][C:35]([N:38]=[C:39]=[O:40])=[CH:34][CH:33]=1. The catalyst is ClCCl. The product is [Cl:31][C:32]1[CH:37]=[CH:36][C:35]([NH:38][C:39]([N:19]2[CH2:20][C@H:21]([OH:23])[CH2:22][C@@H:18]2[C:16]([NH:15][C:12]2[CH:11]=[CH:10][C:9]([N:4]3[CH2:5][CH2:6][O:7][CH2:8][C:3]3=[O:2])=[CH:14][CH:13]=2)=[O:17])=[O:40])=[CH:34][CH:33]=1. The yield is 0.860. (5) No catalyst specified. The reactants are C(N1CCN(C2SC(C(O)=O)=C(C)N=2)C1=O)C1C=CC=CC=1.[CH3:23][C:24]1[N:25]=[C:26]([N:32]2[CH2:36][CH2:35][N:34]([CH2:37][CH:38]3[CH2:43][CH2:42][CH2:41][CH2:40][O:39]3)[C:33]2=[O:44])[S:27][C:28]=1[C:29]([OH:31])=O.[NH2:45][CH2:46][C:47]1[CH:48]=[N:49][CH:50]=[CH:51][CH:52]=1. The product is [CH3:23][C:24]1[N:25]=[C:26]([N:32]2[CH2:36][CH2:35][N:34]([CH2:37][CH:38]3[CH2:43][CH2:42][CH2:41][CH2:40][O:39]3)[C:33]2=[O:44])[S:27][C:28]=1[C:29]([NH:45][CH2:46][C:47]1[CH:48]=[N:49][CH:50]=[CH:51][CH:52]=1)=[O:31]. The yield is 0.400.